From a dataset of Peptide-MHC class II binding affinity with 134,281 pairs from IEDB. Regression. Given a peptide amino acid sequence and an MHC pseudo amino acid sequence, predict their binding affinity value. This is MHC class II binding data. (1) The binding affinity (normalized) is 0.130. The MHC is DRB1_1302 with pseudo-sequence DRB1_1302. The peptide sequence is QAGGKLCPNNLCCSQ. (2) The peptide sequence is DIDCWCYGVENVRVA. The MHC is HLA-DQA10102-DQB10501 with pseudo-sequence CNYHQGGGARVAHIMYFGGTHYVVGASRVHVAGI. The binding affinity (normalized) is 0.467. (3) The peptide sequence is PEEFAVVDLSKMRAV. The MHC is DRB5_0101 with pseudo-sequence DRB5_0101. The binding affinity (normalized) is 0.612. (4) The peptide sequence is CNNMHLSTLMKCNHC. The MHC is DRB1_0101 with pseudo-sequence DRB1_0101. The binding affinity (normalized) is 0.372. (5) The peptide sequence is AFMLAWNYGVPRVMS. The MHC is DRB5_0101 with pseudo-sequence DRB5_0101. The binding affinity (normalized) is 0.704. (6) The peptide sequence is FQKTILKATTALKDV. The MHC is DRB1_1101 with pseudo-sequence DRB1_1101. The binding affinity (normalized) is 0.789.